This data is from Forward reaction prediction with 1.9M reactions from USPTO patents (1976-2016). The task is: Predict the product of the given reaction. Given the reactants N#N.[NH2:3][C:4]1[C:9]2=[C:10]([C:29]3[CH:34]=[CH:33][C:32]([NH:35][C:36](=[O:49])[NH:37][C:38]4[CH:43]=[C:42]([C:44]([F:47])([F:46])[F:45])[CH:41]=[CH:40][C:39]=4[F:48])=[C:31]([F:50])[CH:30]=3)[C:11]([CH2:26][O:27][CH3:28])=[C:12]([C:13]3[CH2:14][CH2:15][N:16]([C:19]([O:21][C:22]([CH3:25])([CH3:24])[CH3:23])=[O:20])[CH2:17][CH:18]=3)[N:8]2[N:7]=[CH:6][N:5]=1, predict the reaction product. The product is: [NH2:3][C:4]1[C:9]2=[C:10]([C:29]3[CH:34]=[CH:33][C:32]([NH:35][C:36](=[O:49])[NH:37][C:38]4[CH:43]=[C:42]([C:44]([F:47])([F:45])[F:46])[CH:41]=[CH:40][C:39]=4[F:48])=[C:31]([F:50])[CH:30]=3)[C:11]([CH2:26][O:27][CH3:28])=[C:12]([CH:13]3[CH2:14][CH2:15][N:16]([C:19]([O:21][C:22]([CH3:23])([CH3:24])[CH3:25])=[O:20])[CH2:17][CH2:18]3)[N:8]2[N:7]=[CH:6][N:5]=1.